This data is from Reaction yield outcomes from USPTO patents with 853,638 reactions. The task is: Predict the reaction yield, written as a fraction of the theoretical maximum amount of product (1.0 means a 100% yield; for example, 0.34 means a 34% yield). (1) The reactants are C([O:3][C:4](=O)[CH2:5][NH:6][C:7]1[S:11][C:10]([C:12]([O:14][CH3:15])=[O:13])=[CH:9][C:8]=1[N+:16]([O-])=O)C. The catalyst is CC(O)=O.O.[Fe]. The product is [O:3]=[C:4]1[CH2:5][NH:6][C:7]2[S:11][C:10]([C:12]([O:14][CH3:15])=[O:13])=[CH:9][C:8]=2[NH:16]1. The yield is 0.790. (2) The reactants are Br[CH2:2][CH:3]([O:7][CH2:8][CH3:9])[O:4][CH2:5][CH3:6].[N:10]1[CH:15]=[CH:14][CH:13]=[CH:12][C:11]=1[CH2:16][NH2:17]. No catalyst specified. The product is [CH2:5]([O:4][CH:3]([O:7][CH2:8][CH3:9])[CH2:2][NH:17][CH2:16][C:11]1[CH:12]=[CH:13][CH:14]=[CH:15][N:10]=1)[CH3:6]. The yield is 0.650. (3) The reactants are [O:1]=[C:2]1[NH:7][C:6]2[CH:8]=[C:9]([CH2:12][N:13]3[CH2:18][CH2:17][N:16]([C:19]4[CH:27]=[CH:26][C:22]([C:23]([OH:25])=O)=[CH:21][CH:20]=4)[CH2:15][CH2:14]3)[CH:10]=[N:11][C:5]=2[N:4]2[CH2:28][CH2:29][CH2:30][CH2:31][C@@H:3]12.Cl.C(N=C=N[CH2:38][CH2:39][CH2:40][N:41](C)C)C.O.N1(O)C2C=CC=CC=2N=N1.CN1CCOCC1.C1(N)CC1. The catalyst is CN(C=O)C.O. The product is [CH:40]1([NH:41][C:23](=[O:25])[C:22]2[CH:21]=[CH:20][C:19]([N:16]3[CH2:17][CH2:18][N:13]([CH2:12][C:9]4[CH:10]=[N:11][C:5]5[N:4]6[CH2:28][CH2:29][CH2:30][CH2:31][C@H:3]6[C:2](=[O:1])[NH:7][C:6]=5[CH:8]=4)[CH2:14][CH2:15]3)=[CH:27][CH:26]=2)[CH2:38][CH2:39]1. The yield is 0.750. (4) The reactants are [F:1][C:2]1[CH:7]=[CH:6][C:5]([C@H:8]([NH:30]C(=O)OC(C)(C)C)[C:9](=[O:29])[NH:10][C@@H:11]2[C:17](=[O:18])[NH:16][C:15]3[CH:19]=[CH:20][CH:21]=[CH:22][C:14]=3[O:13][C@@H:12]2[C:23]2[CH:28]=[CH:27][CH:26]=[CH:25][CH:24]=2)=[CH:4][CH:3]=1.FC(F)(F)C(O)=O. The catalyst is ClCCl. The product is [NH2:30][C@@H:8]([C:5]1[CH:4]=[CH:3][C:2]([F:1])=[CH:7][CH:6]=1)[C:9]([NH:10][C@@H:11]1[C:17](=[O:18])[NH:16][C:15]2[CH:19]=[CH:20][CH:21]=[CH:22][C:14]=2[O:13][C@@H:12]1[C:23]1[CH:28]=[CH:27][CH:26]=[CH:25][CH:24]=1)=[O:29]. The yield is 0.990. (5) The reactants are [CH3:1][C:2]1[CH:7]=[C:6]([CH3:8])[NH:5][C:4](=[O:9])[C:3]=1[CH2:10][NH:11][C:12]([C:14]1[CH:15]=[C:16]([C:30]2[CH:35]=[CH:34][C:33]([CH2:36][N:37]3[CH2:42][CH2:41][O:40][CH2:39][CH2:38]3)=[CH:32][CH:31]=2)[CH:17]=[C:18]([N:21]([CH2:28][CH3:29])[CH:22]2[CH2:27][CH2:26][NH:25][CH2:24][CH2:23]2)[C:19]=1[CH3:20])=[O:13].C(N(CC)CC)C.[S:50](Cl)([CH3:53])(=[O:52])=[O:51].[OH-].[Na+]. The catalyst is C(Cl)Cl.CO.O. The product is [CH3:1][C:2]1[CH:7]=[C:6]([CH3:8])[NH:5][C:4](=[O:9])[C:3]=1[CH2:10][NH:11][C:12]([C:14]1[CH:15]=[C:16]([C:30]2[CH:35]=[CH:34][C:33]([CH2:36][N:37]3[CH2:38][CH2:39][O:40][CH2:41][CH2:42]3)=[CH:32][CH:31]=2)[CH:17]=[C:18]([N:21]([CH2:28][CH3:29])[CH:22]2[CH2:23][CH2:24][N:25]([S:50]([CH3:53])(=[O:52])=[O:51])[CH2:26][CH2:27]2)[C:19]=1[CH3:20])=[O:13]. The yield is 0.455. (6) The reactants are Br[C:2]1[N:9]=[CH:8][CH:7]=[C:6]([Cl:10])[C:3]=1[CH:4]=[O:5].[C:11]([C:15]1[CH:16]=[C:17]2[C:22](=[C:23]([F:25])[CH:24]=1)[C:21](=[O:26])[NH:20][N:19]=[CH:18]2)([CH3:14])([CH3:13])[CH3:12].COC1C2C(=C3C(=CC=2)C(OC)=CC=N3)N=CC=1. The catalyst is O1CCOCC1.[Cu]I. The product is [C:11]([C:15]1[CH:16]=[C:17]2[C:22](=[C:23]([F:25])[CH:24]=1)[C:21](=[O:26])[N:20]([C:2]1[N:9]=[CH:8][CH:7]=[C:6]([Cl:10])[C:3]=1[CH:4]=[O:5])[N:19]=[CH:18]2)([CH3:14])([CH3:12])[CH3:13]. The yield is 0.250. (7) The yield is 0.650. The product is [Cl:1][C:2]1[CH:16]=[CH:15][CH:14]=[CH:13][C:3]=1[CH2:4][NH:5][C:6](=[O:12])[C:7]([CH3:11])([CH3:10])[CH2:8][N:21]1[C:17](=[O:27])[C:18]2[C:19](=[CH:23][CH:24]=[CH:25][CH:26]=2)[C:20]1=[O:22]. The catalyst is C1COCC1. The reactants are [Cl:1][C:2]1[CH:16]=[CH:15][CH:14]=[CH:13][C:3]=1[CH2:4][NH:5][C:6](=[O:12])[C:7]([CH3:11])([CH3:10])[CH2:8]O.[C:17]1(=[O:27])[NH:21][C:20](=[O:22])[C:19]2=[CH:23][CH:24]=[CH:25][CH:26]=[C:18]12.C1C=CC(P(C2C=CC=CC=2)C2C=CC=CC=2)=CC=1.CC(OC(/N=N/C(OC(C)C)=O)=O)C. (8) The reactants are C(OC(=O)[NH:7][C@H:8]1[CH2:13][CH2:12][C@H:11]([CH2:14][CH2:15][N:16]2[CH2:21][CH2:20][N:19]([C:22]3[N:23]=[CH:24][CH:25]=[C:26]4[CH:30]=[CH:29][S:28][C:27]=34)[CH2:18][CH2:17]2)[CH2:10][CH2:9]1)(C)(C)C.[ClH:32].CCOCC. The catalyst is CCOC(C)=O.CO. The product is [ClH:32].[ClH:32].[ClH:32].[S:28]1[C:27]2=[C:22]([N:19]3[CH2:20][CH2:21][N:16]([CH2:15][CH2:14][C@H:11]4[CH2:12][CH2:13][C@H:8]([NH2:7])[CH2:9][CH2:10]4)[CH2:17][CH2:18]3)[N:23]=[CH:24][CH:25]=[C:26]2[CH:30]=[CH:29]1. The yield is 0.590.